Task: Regression. Given two drug SMILES strings and cell line genomic features, predict the synergy score measuring deviation from expected non-interaction effect.. Dataset: NCI-60 drug combinations with 297,098 pairs across 59 cell lines (1) Drug 1: CC1C(C(CC(O1)OC2CC(CC3=C2C(=C4C(=C3O)C(=O)C5=C(C4=O)C(=CC=C5)OC)O)(C(=O)CO)O)N)O.Cl. Drug 2: C1CN(CCN1C(=O)CCBr)C(=O)CCBr. Cell line: NCI-H460. Synergy scores: CSS=40.8, Synergy_ZIP=1.38, Synergy_Bliss=4.81, Synergy_Loewe=3.27, Synergy_HSA=5.69. (2) Drug 1: CCC1(C2=C(COC1=O)C(=O)N3CC4=CC5=C(C=CC(=C5CN(C)C)O)N=C4C3=C2)O.Cl. Drug 2: C1C(C(OC1N2C=NC(=NC2=O)N)CO)O. Cell line: CAKI-1. Synergy scores: CSS=39.0, Synergy_ZIP=-5.36, Synergy_Bliss=-1.32, Synergy_Loewe=-30.2, Synergy_HSA=-0.576. (3) Drug 1: CN1C(=O)N2C=NC(=C2N=N1)C(=O)N. Cell line: SF-295. Drug 2: COC1=C2C(=CC3=C1OC=C3)C=CC(=O)O2. Synergy scores: CSS=0.695, Synergy_ZIP=0.384, Synergy_Bliss=0.663, Synergy_Loewe=-2.25, Synergy_HSA=-2.01. (4) Drug 1: C1=NC(=NC(=O)N1C2C(C(C(O2)CO)O)O)N. Drug 2: CC(C)NC(=O)C1=CC=C(C=C1)CNNC.Cl. Cell line: HL-60(TB). Synergy scores: CSS=71.3, Synergy_ZIP=-0.173, Synergy_Bliss=1.07, Synergy_Loewe=-28.4, Synergy_HSA=0.380. (5) Drug 1: C1=CC(=CC=C1CCC2=CNC3=C2C(=O)NC(=N3)N)C(=O)NC(CCC(=O)O)C(=O)O. Drug 2: C1=CC=C(C(=C1)C(C2=CC=C(C=C2)Cl)C(Cl)Cl)Cl. Cell line: NCI-H322M. Synergy scores: CSS=8.00, Synergy_ZIP=-0.997, Synergy_Bliss=-0.173, Synergy_Loewe=-18.1, Synergy_HSA=-0.497. (6) Drug 1: C1CCC(CC1)NC(=O)N(CCCl)N=O. Drug 2: CN(CC1=CN=C2C(=N1)C(=NC(=N2)N)N)C3=CC=C(C=C3)C(=O)NC(CCC(=O)O)C(=O)O. Cell line: A549. Synergy scores: CSS=36.2, Synergy_ZIP=-4.62, Synergy_Bliss=-3.85, Synergy_Loewe=-4.97, Synergy_HSA=-0.153. (7) Drug 2: C(CN)CNCCSP(=O)(O)O. Drug 1: CC1CCC2CC(C(=CC=CC=CC(CC(C(=O)C(C(C(=CC(C(=O)CC(OC(=O)C3CCCCN3C(=O)C(=O)C1(O2)O)C(C)CC4CCC(C(C4)OC)OCCO)C)C)O)OC)C)C)C)OC. Cell line: NCI-H226. Synergy scores: CSS=9.27, Synergy_ZIP=-1.59, Synergy_Bliss=1.93, Synergy_Loewe=-84.1, Synergy_HSA=0.585.